From a dataset of Retrosynthesis with 50K atom-mapped reactions and 10 reaction types from USPTO. Predict the reactants needed to synthesize the given product. (1) Given the product CC(C)(C)OC(=O)N1C2CCC1CN(c1cc(N(COCC[Si](C)(C)C)COCC[Si](C)(C)C)n3ncc(-c4ccc(-c5ccccc5)nc4)c3n1)C2, predict the reactants needed to synthesize it. The reactants are: CC(C)(C)OC(=O)N1C2CCC1CNC2.C[Si](C)(C)CCOCN(COCC[Si](C)(C)C)c1cc(Cl)nc2c(-c3ccc(-c4ccccc4)nc3)cnn12. (2) Given the product C=C(CN(C)C)C(=O)OC, predict the reactants needed to synthesize it. The reactants are: C=C(CBr)C(=O)OC.CNC. (3) Given the product Cc1cnc(N2CCN(C(=O)c3ccc(Br)cn3)CC2)c(C)c1, predict the reactants needed to synthesize it. The reactants are: Cc1cnc(N2CCNCC2)c(C)c1.O=C(O)c1ccc(Br)cn1. (4) Given the product O=C(O)C(F)(F)F, predict the reactants needed to synthesize it. The reactants are: COc1cc(/C=C(\CCCCl)C(=O)OC(C)(C)C)ccc1-n1cnc(C)n1. (5) Given the product CCCCNC(=O)[C@H](C)C[C@H](O)[C@@H]1Cc2cccc(c2)OCCCCCC(=O)N[C@@H](C)C(=O)N1, predict the reactants needed to synthesize it. The reactants are: CCCCNC(=O)[C@H](C)C[C@H](O)[C@H](Cc1cccc(OCCCCCC(=O)O)c1)NC(=O)[C@H](C)[NH3+].